Dataset: Catalyst prediction with 721,799 reactions and 888 catalyst types from USPTO. Task: Predict which catalyst facilitates the given reaction. Reactant: [CH3:1][O:2][C:3](=[O:16])[CH2:4][C:5]1[C:9]2[CH:10]=[C:11]([CH2:14]Br)[CH:12]=[CH:13][C:8]=2[O:7][CH:6]=1.[CH3:17][NH:18][CH3:19]. Product: [CH3:1][O:2][C:3](=[O:16])[CH2:4][C:5]1[C:9]2[CH:10]=[C:11]([CH2:14][N:18]([CH3:19])[CH3:17])[CH:12]=[CH:13][C:8]=2[O:7][CH:6]=1. The catalyst class is: 219.